This data is from Forward reaction prediction with 1.9M reactions from USPTO patents (1976-2016). The task is: Predict the product of the given reaction. (1) The product is: [F:12][C:13]1[CH:14]=[C:15]([NH:16][C:5]2[N:6]=[CH:7][CH:8]=[CH:9][C:4]=2[C:3]([O:2][CH3:1])=[O:11])[CH:17]=[C:18]([O:20][CH3:21])[CH:19]=1. Given the reactants [CH3:1][O:2][C:3](=[O:11])[C:4]1[CH:9]=[CH:8][CH:7]=[N:6][C:5]=1F.[F:12][C:13]1[CH:14]=[C:15]([CH:17]=[C:18]([O:20][CH3:21])[CH:19]=1)[NH2:16], predict the reaction product. (2) Given the reactants [H-].[Na+].[CH3:3][C:4]1[N:8]2[C:9]3[CH:15]=[C:14]([CH3:16])[NH:13][C:10]=3[CH:11]=[CH:12][C:7]2=[N:6][N:5]=1.[CH3:17][CH2:18][O:19][C:20]([CH:22](Br)[C:23]1[CH:28]=[CH:27][CH:26]=[CH:25][CH:24]=1)=[O:21], predict the reaction product. The product is: [CH3:3][C:4]1[N:8]2[C:9]3[CH:15]=[C:14]([CH3:16])[N:13]([CH:22]([C:23]4[CH:28]=[CH:27][CH:26]=[CH:25][CH:24]=4)[C:20]([O:19][CH2:18][CH3:17])=[O:21])[C:10]=3[CH:11]=[CH:12][C:7]2=[N:6][N:5]=1. (3) Given the reactants [CH3:1][S:2](Cl)(=[O:4])=[O:3].[N:6]([CH2:9][C:10]([C:13]1[C:18]([F:19])=[CH:17][N:16]=[C:15]([Br:20])[CH:14]=1)([OH:12])[CH3:11])=[N+:7]=[N-:8].CCN(CC)CC, predict the reaction product. The product is: [N:6]([CH2:9][C:10]([O:12][S:2]([CH3:1])(=[O:4])=[O:3])([C:13]1[C:18]([F:19])=[CH:17][N:16]=[C:15]([Br:20])[CH:14]=1)[CH3:11])=[N+:7]=[N-:8]. (4) Given the reactants [C:1]([C:3]1[CH:7]=[C:6]([C:8]2[CH:13]=[CH:12][N:11]=[CH:10][CH:9]=2)[S:5][C:4]=1[C:14]1[CH:19]=[CH:18][N:17]=[CH:16][CH:15]=1)#[N:2].[OH-:20].[K+].O, predict the reaction product. The product is: [N:17]1[CH:18]=[CH:19][C:14]([C:4]2[S:5][C:6]([C:8]3[CH:9]=[CH:10][N:11]=[CH:12][CH:13]=3)=[CH:7][C:3]=2[C:1]([NH2:2])=[O:20])=[CH:15][CH:16]=1. (5) Given the reactants [S:1]1[C:5]2[CH:6]=[CH:7][CH:8]=[CH:9][C:4]=2[N:3]=[C:2]1[CH:10]([C:12]1[CH:17]=[CH:16][CH:15]=[C:14]([O:18][CH2:19][CH2:20][CH3:21])[CH:13]=1)[OH:11].[Mn]([O-])(=O)(=O)=O.[Ba+2].[Mn]([O-])(=O)(=O)=O, predict the reaction product. The product is: [S:1]1[C:5]2[CH:6]=[CH:7][CH:8]=[CH:9][C:4]=2[N:3]=[C:2]1[C:10]([C:12]1[CH:17]=[CH:16][CH:15]=[C:14]([O:18][CH2:19][CH2:20][CH3:21])[CH:13]=1)=[O:11]. (6) Given the reactants [F:1][C:2]1[CH:3]=[C:4]([NH2:14])[CH:5]=[CH:6][C:7]=1[N:8]1[CH:12]=[C:11]([CH3:13])[N:10]=[CH:9]1.[CH2:15]([C:22]1[CH:27]=[CH:26][N:25]=[C:24](Cl)[N:23]=1)[C:16]1[CH:21]=[CH:20][CH:19]=[CH:18][CH:17]=1, predict the reaction product. The product is: [CH2:15]([C:22]1[CH:27]=[CH:26][N:25]=[C:24]([NH:14][C:4]2[CH:5]=[CH:6][C:7]([N:8]3[CH:12]=[C:11]([CH3:13])[N:10]=[CH:9]3)=[C:2]([F:1])[CH:3]=2)[N:23]=1)[C:16]1[CH:17]=[CH:18][CH:19]=[CH:20][CH:21]=1. (7) Given the reactants [CH3:1][C:2]([CH3:10])([CH3:9])[CH2:3][C:4](=O)[CH2:5][C:6]#[N:7].[C:11]1([CH3:19])[CH:16]=[CH:15][C:14]([CH:17]=O)=[CH:13][CH:12]=1.N1CCCCC1.C(O)(=O)C.[NH2:30]/[C:31](/[CH3:37])=[CH:32]\[C:33]([O:35][CH3:36])=[O:34], predict the reaction product. The product is: [C:6]([C:5]1[CH:17]([C:14]2[CH:15]=[CH:16][C:11]([CH3:19])=[CH:12][CH:13]=2)[C:32]([C:33]([O:35][CH3:36])=[O:34])=[C:31]([CH3:37])[NH:30][C:4]=1[CH2:3][C:2]([CH3:10])([CH3:9])[CH3:1])#[N:7]. (8) The product is: [Br:1][C:2]1[CH:3]=[C:4]([N:13]([CH3:17])[CH:14]([CH3:16])[CH3:15])[C:5]([CH3:12])=[C:6]([CH:11]=1)[C:7]([O:9][CH3:10])=[O:8]. Given the reactants [Br:1][C:2]1[CH:3]=[C:4]([NH:13][CH:14]([CH3:16])[CH3:15])[C:5]([CH3:12])=[C:6]([CH:11]=1)[C:7]([O:9][CH3:10])=[O:8].[C:17](=O)([O-])[O-].[Cs+].[Cs+].[I-].[K+].CI.[NH4+].[Cl-], predict the reaction product. (9) Given the reactants Cl.[NH:2]1[CH2:5][CH:4]([C:6]2[C:11]([N:12]3[CH2:17][CH2:16][CH2:15][CH2:14][CH2:13]3)=[N:10][CH:9]=[CH:8][N:7]=2)[CH2:3]1.Cl[C:19]1[CH:28]=[CH:27][C:26]2[C:21](=[CH:22][CH:23]=[CH:24][CH:25]=2)[N:20]=1.C([O-])([O-])=O.[Cs+].[Cs+], predict the reaction product. The product is: [N:12]1([C:11]2[C:6]([CH:4]3[CH2:5][N:2]([C:19]4[CH:28]=[CH:27][C:26]5[C:21](=[CH:22][CH:23]=[CH:24][CH:25]=5)[N:20]=4)[CH2:3]3)=[N:7][CH:8]=[CH:9][N:10]=2)[CH2:13][CH2:14][CH2:15][CH2:16][CH2:17]1. (10) Given the reactants [C:1]1(/[CH:7]=[N:8]/[C:9]2[CH:10]=[CH:11][CH:12]=[C:13]3[C:18]=2[CH:17]=[C:16]([OH:19])[CH:15]=[CH:14]3)[CH:6]=[CH:5][CH:4]=[CH:3][CH:2]=1.C([O-])([O-])=O.[K+].[K+].[CH2:26](Br)[CH:27]=[CH2:28].O, predict the reaction product. The product is: [CH2:28]([O:19][C:16]1[CH:17]=[C:18]2[C:13]([CH:12]=[CH:11][CH:10]=[C:9]2/[N:8]=[CH:7]/[C:1]2[CH:6]=[CH:5][CH:4]=[CH:3][CH:2]=2)=[CH:14][CH:15]=1)[CH:27]=[CH2:26].